From a dataset of Catalyst prediction with 721,799 reactions and 888 catalyst types from USPTO. Predict which catalyst facilitates the given reaction. (1) The catalyst class is: 42. Product: [S:10]1[CH:14]=[CH:13][C:12](/[CH:15]=[CH:16]/[C:17]([O:19][CH2:8][CH3:9])=[O:18])=[CH:11]1. Reactant: C(=O)([O-])[O-].[K+].[K+].I[CH2:8][CH3:9].[S:10]1[CH:14]=[CH:13][C:12](/[CH:15]=[CH:16]/[C:17]([OH:19])=[O:18])=[CH:11]1. (2) Reactant: [O-]S(C(F)(F)F)(=O)=O.[C:16]1([I+][C:16]2[CH:21]=[CH:20][CH:19]=[CH:18][C:17]=2[Si](C)(C)C)[CH:21]=[CH:20][CH:19]=[CH:18][CH:17]=1.[C:26]([Si:30]([O:33][C:34]([O:36][CH2:37][CH3:38])=[CH2:35])([CH3:32])[CH3:31])([CH3:29])([CH3:28])[CH3:27].[N+](CCCC)(CCCC)(CCCC)CCCC.[F-].O. Product: [C:26]([Si:30]([O:33][C:34]1([O:36][CH2:37][CH3:38])[C:17]2[CH:18]=[CH:19][CH:20]=[CH:21][C:16]=2[CH2:35]1)([CH3:32])[CH3:31])([CH3:28])([CH3:29])[CH3:27]. The catalyst class is: 2. (3) Reactant: Cl.[Cl:2][C:3]1[C:23]([CH2:24][N:25]2[CH2:29][CH2:28][CH2:27][CH2:26]2)=[C:22]([Cl:30])[CH:21]=[CH:20][C:4]=1[O:5][C@H:6]1[CH2:9][C@H:8]([CH2:10][N:11](C)[C:12](=O)OC(C)(C)C)[CH2:7]1. Product: [Cl:2][C:3]1[C:23]([CH2:24][N:25]2[CH2:29][CH2:28][CH2:27][CH2:26]2)=[C:22]([Cl:30])[CH:21]=[CH:20][C:4]=1[O:5][C@H:6]1[CH2:9][C@H:8]([CH2:10][NH:11][CH3:12])[CH2:7]1. The catalyst class is: 12. (4) Reactant: [CH2:1]([O:3][C:4]([CH:6]1[CH2:8][CH:7]1[C:9]1[CH:14]=[CH:13][C:12]([O:15]C)=[C:11]([CH3:17])[C:10]=1[CH3:18])=[O:5])[CH3:2].B(Br)(Br)Br.CCO.C(=O)(O)[O-].[Na+]. Product: [CH2:1]([O:3][C:4]([CH:6]1[CH2:8][CH:7]1[C:9]1[CH:14]=[CH:13][C:12]([OH:15])=[C:11]([CH3:17])[C:10]=1[CH3:18])=[O:5])[CH3:2]. The catalyst class is: 2. (5) Reactant: FC(F)(F)C(O)=O.[C:8]1([CH2:14][O:15][C:16]2[CH:21]=[CH:20][C:19]([O:22][CH2:23][C@H:24]3[CH2:28][CH2:27][CH2:26][N:25]3C(OC(C)(C)C)=O)=[CH:18][C:17]=2[C:36]([NH:38][C:39]2[CH:40]=[N:41][CH:42]=[CH:43][CH:44]=2)=[O:37])[CH:13]=[CH:12][CH:11]=[CH:10][CH:9]=1.C([O-])(O)=O.[Na+]. Product: [C:8]1([CH2:14][O:15][C:16]2[CH:21]=[CH:20][C:19]([O:22][CH2:23][C@H:24]3[CH2:28][CH2:27][CH2:26][NH:25]3)=[CH:18][C:17]=2[C:36]([NH:38][C:39]2[CH:40]=[N:41][CH:42]=[CH:43][CH:44]=2)=[O:37])[CH:9]=[CH:10][CH:11]=[CH:12][CH:13]=1. The catalyst class is: 4. (6) The catalyst class is: 1. Reactant: [CH3:1][O:2][C:3](=[O:9])[CH:4]=[C:5](NC)[CH3:6].N1C=CC=CC=1.[Cl:16][CH2:17][C:18]1[CH:26]=[CH:25][C:21]([C:22](Cl)=[O:23])=[CH:20][CH:19]=1.[OH2:27]. Product: [CH3:1][O:2][C:3](=[O:9])[CH:4]([C:22](=[O:23])[C:21]1[CH:25]=[CH:26][C:18]([CH2:17][Cl:16])=[CH:19][CH:20]=1)[C:5](=[O:27])[CH3:6].